From a dataset of Merck oncology drug combination screen with 23,052 pairs across 39 cell lines. Regression. Given two drug SMILES strings and cell line genomic features, predict the synergy score measuring deviation from expected non-interaction effect. (1) Drug 2: Cc1nc(Nc2ncc(C(=O)Nc3c(C)cccc3Cl)s2)cc(N2CCN(CCO)CC2)n1. Drug 1: O=C(NOCC(O)CO)c1ccc(F)c(F)c1Nc1ccc(I)cc1F. Cell line: LNCAP. Synergy scores: synergy=-30.3. (2) Drug 1: C=CCn1c(=O)c2cnc(Nc3ccc(N4CCN(C)CC4)cc3)nc2n1-c1cccc(C(C)(C)O)n1. Drug 2: CCc1cnn2c(NCc3ccc[n+]([O-])c3)cc(N3CCCCC3CCO)nc12. Cell line: SKMEL30. Synergy scores: synergy=-9.04. (3) Drug 1: O=C(CCCCCCC(=O)Nc1ccccc1)NO. Drug 2: Cc1nc(Nc2ncc(C(=O)Nc3c(C)cccc3Cl)s2)cc(N2CCN(CCO)CC2)n1. Cell line: A375. Synergy scores: synergy=-11.3. (4) Drug 1: CN(C)C(=N)N=C(N)N. Synergy scores: synergy=-3.70. Cell line: COLO320DM. Drug 2: COC1=C2CC(C)CC(OC)C(O)C(C)C=C(C)C(OC(N)=O)C(OC)C=CC=C(C)C(=O)NC(=CC1=O)C2=O. (5) Drug 1: NC1(c2ccc(-c3nc4ccn5c(=O)[nH]nc5c4cc3-c3ccccc3)cc2)CCC1. Drug 2: CC1(c2nc3c(C(N)=O)cccc3[nH]2)CCCN1. Cell line: NCIH1650. Synergy scores: synergy=5.58. (6) Drug 1: Cn1c(=O)n(-c2ccc(C(C)(C)C#N)cc2)c2c3cc(-c4cnc5ccccc5c4)ccc3ncc21. Drug 2: NC1CCCCC1N.O=C(O)C(=O)O.[Pt+2]. Cell line: ZR751. Synergy scores: synergy=-2.43. (7) Drug 1: Cn1nnc2c(C(N)=O)ncn2c1=O. Drug 2: CS(=O)(=O)CCNCc1ccc(-c2ccc3ncnc(Nc4ccc(OCc5cccc(F)c5)c(Cl)c4)c3c2)o1. Cell line: ES2. Synergy scores: synergy=-3.54.